From a dataset of Full USPTO retrosynthesis dataset with 1.9M reactions from patents (1976-2016). Predict the reactants needed to synthesize the given product. (1) Given the product [CH3:1][O:2][C:3](=[O:13])[C:4]1[C:5]([Cl:12])=[CH:6][C:7]([NH2:11])=[C:8]([Br:14])[C:9]=1[Cl:10], predict the reactants needed to synthesize it. The reactants are: [CH3:1][O:2][C:3](=[O:13])[C:4]1[C:9]([Cl:10])=[CH:8][C:7]([NH2:11])=[CH:6][C:5]=1[Cl:12].[Br-:14].[Br-].[Br-].C([N+](CCCC)(CCCC)CCCC)CCC.C([N+](CCCC)(CCCC)CCCC)CCC.C([N+](CCCC)(CCCC)CCCC)CCC. (2) Given the product [Cl:17][C:18]1[N:19]=[C:20]([C:27]2[CH:48]=[CH:47][C:30]([O:31][CH2:32][CH2:33][CH:34]3[CH2:39][CH2:38][N:37]([C:40]([O:42][C:43]([CH3:45])([CH3:44])[CH3:46])=[O:41])[CH2:36][CH2:35]3)=[C:29]([C:49]([F:50])([F:51])[F:52])[CH:28]=2)[C:21]2[CH:26]=[CH:25][N:24]([CH:56]3[CH2:57][CH2:58][O:53][CH2:54][CH2:55]3)[C:22]=2[N:23]=1, predict the reactants needed to synthesize it. The reactants are: C(C=P(CCCC)(CCCC)CCCC)#N.[Cl:17][C:18]1[N:19]=[C:20]([C:27]2[CH:48]=[CH:47][C:30]([O:31][CH2:32][CH2:33][CH:34]3[CH2:39][CH2:38][N:37]([C:40]([O:42][C:43]([CH3:46])([CH3:45])[CH3:44])=[O:41])[CH2:36][CH2:35]3)=[C:29]([C:49]([F:52])([F:51])[F:50])[CH:28]=2)[C:21]2[CH:26]=[CH:25][NH:24][C:22]=2[N:23]=1.[O:53]1[CH2:58][CH2:57][CH:56](O)[CH2:55][CH2:54]1. (3) Given the product [F:26][C:27]1[CH:28]=[C:29]([NH:30][C:2]2[C:11]3=[N:12][NH:13][CH:14]=[C:10]3[C:9]3[CH:8]=[C:7]([O:24][CH3:25])[CH:6]=[CH:5][C:4]=3[N:3]=2)[CH:31]=[C:32]([F:34])[CH:33]=1, predict the reactants needed to synthesize it. The reactants are: Cl[C:2]1[C:11]2=[N:12][N:13](CC3C=CC(OC)=CC=3)[CH:14]=[C:10]2[C:9]2[CH:8]=[C:7]([O:24][CH3:25])[CH:6]=[CH:5][C:4]=2[N:3]=1.[F:26][C:27]1[CH:28]=[C:29]([CH:31]=[C:32]([F:34])[CH:33]=1)[NH2:30].Cl. (4) Given the product [CH2:58]([O:57][P:55]([O:65][CH2:66][C:67]([CH3:73])([CH3:72])[CH2:68][C:69]([O:32][C@H:10]([C@@H:11]([NH:19][C:20](=[O:31])[CH2:21][O:22][C:23]1[C:24]([CH3:30])=[CH:25][CH:26]=[CH:27][C:28]=1[CH3:29])[CH2:12][C:13]1[CH:14]=[CH:15][CH:16]=[CH:17][CH:18]=1)[CH2:9][C@@H:8]([NH:33][C:34](=[O:46])[C@@H:35]([N:39]1[CH2:44][CH2:43][CH2:42][NH:41][C:40]1=[O:45])[CH:36]([CH3:38])[CH3:37])[CH2:1][C:2]1[CH:7]=[CH:6][CH:5]=[CH:4][CH:3]=1)=[O:70])([O:54][CH2:47][C:48]1[CH:53]=[CH:52][CH:51]=[CH:50][CH:49]=1)=[O:56])[C:59]1[CH:64]=[CH:63][CH:62]=[CH:61][CH:60]=1, predict the reactants needed to synthesize it. The reactants are: [CH2:1]([C@H:8]([NH:33][C:34](=[O:46])[C@@H:35]([N:39]1[CH2:44][CH2:43][CH2:42][NH:41][C:40]1=[O:45])[CH:36]([CH3:38])[CH3:37])[CH2:9][C@H:10]([OH:32])[C@@H:11]([NH:19][C:20](=[O:31])[CH2:21][O:22][C:23]1[C:28]([CH3:29])=[CH:27][CH:26]=[CH:25][C:24]=1[CH3:30])[CH2:12][C:13]1[CH:18]=[CH:17][CH:16]=[CH:15][CH:14]=1)[C:2]1[CH:7]=[CH:6][CH:5]=[CH:4][CH:3]=1.[CH2:47]([O:54][P:55]([O:65][CH2:66][C:67]([CH3:73])([CH3:72])[CH2:68][C:69](O)=[O:70])([O:57][CH2:58][C:59]1[CH:64]=[CH:63][CH:62]=[CH:61][CH:60]=1)=[O:56])[C:48]1[CH:53]=[CH:52][CH:51]=[CH:50][CH:49]=1.CCN=C=NCCCN(C)C.